The task is: Predict which catalyst facilitates the given reaction.. This data is from Catalyst prediction with 721,799 reactions and 888 catalyst types from USPTO. Reactant: [NH2:1][CH:2]1[C:11]2[C:6](=[N:7][C:8]([C:19]3[CH:28]=[CH:27][C:22]([C:23]([O:25][CH3:26])=[O:24])=[CH:21][C:20]=3[Cl:29])=[C:9]([C:12]3[CH:17]=[CH:16][C:15]([Cl:18])=[CH:14][CH:13]=3)[CH:10]=2)[O:5][C:4]([CH3:31])([CH3:30])[CH2:3]1.[C:32](Cl)(=[O:37])[C:33]([CH3:36])([CH3:35])[CH3:34].CCN(CC)CC. Product: [Cl:29][C:20]1[CH:21]=[C:22]([CH:27]=[CH:28][C:19]=1[C:8]1[N:7]=[C:6]2[O:5][C:4]([CH3:31])([CH3:30])[CH2:3][CH:2]([NH:1][C:32](=[O:37])[C:33]([CH3:36])([CH3:35])[CH3:34])[C:11]2=[CH:10][C:9]=1[C:12]1[CH:13]=[CH:14][C:15]([Cl:18])=[CH:16][CH:17]=1)[C:23]([O:25][CH3:26])=[O:24]. The catalyst class is: 2.